This data is from hERG Central: cardiac toxicity at 1µM, 10µM, and general inhibition. The task is: Predict hERG channel inhibition at various concentrations. (1) The compound is CCN1CCCC1CNC(=O)c1cc(COc2ccc(C)c(C)c2)on1. Results: hERG_inhib (hERG inhibition (general)): blocker. (2) The compound is CSc1ccc(CN2CCN(CCC(C)C)C(CCO)C2)cc1. Results: hERG_inhib (hERG inhibition (general)): blocker. (3) The molecule is CCN(CC)CCN=Cc1c(O)n(CCC2=CCCCC2)c(=O)[nH]c1=O. Results: hERG_inhib (hERG inhibition (general)): blocker.